This data is from Reaction yield outcomes from USPTO patents with 853,638 reactions. The task is: Predict the reaction yield, written as a fraction of the theoretical maximum amount of product (1.0 means a 100% yield; for example, 0.34 means a 34% yield). (1) The reactants are [C:1]([C:3]1[CH:8]=[CH:7][CH:6]=[CH:5][C:4]=1[C:9]1[CH:14]=[CH:13][C:12]([CH2:15][CH:16]([C:21](=O)[CH2:22][CH2:23][CH2:24][CH3:25])[C:17](OC)=[O:18])=[C:11]([F:27])[CH:10]=1)#[N:2].[CH3:28][C:29]1[NH:30][C:31]([NH:34][CH:35]2[CH2:40][CH2:39][O:38][CH2:37][CH2:36]2)=[N:32][N:33]=1. No catalyst specified. The product is [CH2:22]([C:21]1[N:32]2[N:33]=[C:29]([CH3:28])[N:30]=[C:31]2[N:34]([CH:35]2[CH2:40][CH2:39][O:38][CH2:37][CH2:36]2)[C:17](=[O:18])[C:16]=1[CH2:15][C:12]1[CH:13]=[CH:14][C:9]([C:4]2[C:3]([C:1]#[N:2])=[CH:8][CH:7]=[CH:6][CH:5]=2)=[CH:10][C:11]=1[F:27])[CH2:23][CH2:24][CH3:25]. The yield is 0.720. (2) The yield is 0.260. The reactants are [O:1]=[C:2]1[N:10]([CH2:11][CH2:12][CH3:13])[C:9]2[NH:8][C:7]([C:14]34[CH2:21][CH2:20][C:17]([CH:22]=[N:23][OH:24])([CH2:18][CH2:19]3)[CH2:16][CH2:15]4)=[N:6][C:5]=2[C:4](=[O:25])[N:3]1[CH2:26][CH2:27][CH3:28].ClN1[C:34](=[O:35])[CH2:33][CH2:32]C1=O.C(O)C#C.CCN(CC)CC. The product is [OH:35][CH2:34][C:33]1[O:24][N:23]=[C:22]([C:17]23[CH2:20][CH2:21][C:14]([C:7]4[NH:8][C:9]5[N:10]([CH2:11][CH2:12][CH3:13])[C:2](=[O:1])[N:3]([CH2:26][CH2:27][CH3:28])[C:4](=[O:25])[C:5]=5[N:6]=4)([CH2:19][CH2:18]2)[CH2:15][CH2:16]3)[CH:32]=1. The catalyst is CN(C=O)C. (3) The reactants are [OH:1][CH:2]1[CH2:20][CH:19]2[N:4]([C:5](=[O:39])[CH:6]([NH:31][C:32]([O:34][C:35]([CH3:38])([CH3:37])[CH3:36])=[O:33])[CH2:7][CH2:8][CH2:9][O:10][CH2:11][CH:12]=[CH:13][CH:14]3[C:16]([C:22]([NH:24][S:25]([CH:28]4[CH2:30][CH2:29]4)(=[O:27])=[O:26])=[O:23])([NH:17][C:18]2=[O:21])[CH2:15]3)[CH2:3]1.[C:40]1([C:49]2[CH:54]=[CH:53][CH:52]=[CH:51][CH:50]=2)[CH:45]=[CH:44][C:43]([C:46](Cl)=[O:47])=[CH:42][CH:41]=1. No catalyst specified. The product is [C:40]1([C:49]2[CH:50]=[CH:51][CH:52]=[CH:53][CH:54]=2)[CH:41]=[CH:42][C:43]([C:46]([O:1][CH:2]2[CH2:20][CH:19]3[N:4]([C:5](=[O:39])[CH:6]([NH:31][C:32]([O:34][C:35]([CH3:36])([CH3:38])[CH3:37])=[O:33])[CH2:7][CH2:8][CH2:9][O:10][CH2:11][CH:12]=[CH:13][CH:14]4[C:16]([C:22]([NH:24][S:25]([CH:28]5[CH2:29][CH2:30]5)(=[O:26])=[O:27])=[O:23])([NH:17][C:18]3=[O:21])[CH2:15]4)[CH2:3]2)=[O:47])=[CH:44][CH:45]=1. The yield is 0.270. (4) The reactants are [N+:1]([C:4]1[CH:5]=[CH:6][C:7]2[CH2:13][CH2:12][CH2:11][CH2:10][N:9]([C:14](=[O:16])[CH3:15])[C:8]=2[CH:17]=1)([O-])=O. The catalyst is CCO.[Pd]. The product is [NH2:1][C:4]1[CH:5]=[CH:6][C:7]2[CH2:13][CH2:12][CH2:11][CH2:10][N:9]([C:14](=[O:16])[CH3:15])[C:8]=2[CH:17]=1. The yield is 0.900. (5) The reactants are [CH2:1]([O:8][C:9]([NH:11][C@H:12]([C:16]1[CH:21]=[CH:20][CH:19]=[CH:18][CH:17]=1)[C:13]([OH:15])=O)=[O:10])[C:2]1[CH:7]=[CH:6][CH:5]=[CH:4][CH:3]=1.Cl.[NH2:23][C@H:24]([C:29]([OH:31])=[O:30])C(C)(C)C.N1[C:37]([CH3:38])=[CH:36]C=CC=1C.[CH3:40]N(C(ON1N=NC2C=CC=CC1=2)=[N+](C)C)C.[B-](F)(F)(F)F. The catalyst is C(Cl)Cl. The product is [CH2:1]([O:8][C:9]([NH:11][C@H:12]([C:16]1[CH:21]=[CH:20][CH:19]=[CH:18][CH:17]=1)[C:13]([NH:23][CH2:24][C:29]([O:31][C:37]([CH3:36])([CH3:38])[CH3:40])=[O:30])=[O:15])=[O:10])[C:2]1[CH:3]=[CH:4][CH:5]=[CH:6][CH:7]=1. The yield is 0.940. (6) The reactants are [Cl:1][C:2]1[CH:14]=[C:13]([N+:15]([O-])=O)[CH:12]=[CH:11][C:3]=1[NH:4][C:5]1[CH:10]=[CH:9][CH:8]=[CH:7][CH:6]=1.CO.[Cl-].[NH4+]. The catalyst is [Fe].O. The product is [Cl:1][C:2]1[CH:14]=[C:13]([NH2:15])[CH:12]=[CH:11][C:3]=1[NH:4][C:5]1[CH:10]=[CH:9][CH:8]=[CH:7][CH:6]=1. The yield is 0.820. (7) The reactants are [F:1][C:2]1[CH:3]=[C:4]([C@H:10]2[CH2:14][CH2:13][CH2:12][C@@H:11]2[OH:15])[CH:5]=[C:6]([F:9])[C:7]=1[F:8].CC(OI1(OC(C)=O)(OC(C)=O)OC(=O)C2C=CC=CC1=2)=O. The catalyst is C(Cl)Cl. The product is [F:1][C:2]1[CH:3]=[C:4]([CH:10]2[CH2:14][CH2:13][CH2:12][C:11]2=[O:15])[CH:5]=[C:6]([F:9])[C:7]=1[F:8]. The yield is 0.313. (8) The reactants are Cl.Cl.[S:3]1[C:7]2[CH:8]=[CH:9][CH:10]=[CH:11][C:6]=2[N:5]=[C:4]1[NH:12][C:13]([C:15]1[CH:16]=[CH:17][CH:18]=[C:19]2[C:24]=1[CH2:23][NH:22][CH2:21][CH2:20]2)=[O:14].Cl[C:26]1[S:27][CH:28]=[C:29]([C:31]([O:33][CH3:34])=[O:32])[N:30]=1.C([O-])([O-])=O.[Cs+].[Cs+].Cl. The catalyst is CC(N(C)C)=O. The product is [S:3]1[C:7]2[CH:8]=[CH:9][CH:10]=[CH:11][C:6]=2[N:5]=[C:4]1[NH:12][C:13]([C:15]1[CH:16]=[CH:17][CH:18]=[C:19]2[C:24]=1[CH2:23][N:22]([C:26]1[S:27][CH:28]=[C:29]([C:31]([O:33][CH3:34])=[O:32])[N:30]=1)[CH2:21][CH2:20]2)=[O:14]. The yield is 0.670. (9) The reactants are [CH2:1]([C:3]1[CH:8]=[CH:7][CH:6]=[C:5]([CH2:9][CH3:10])[C:4]=1[NH:11][C:12]([C:14]1[C:18]2[CH2:19][CH2:20][CH2:21][C:22]3[C:23](=[N:24][C:25]([NH:28][C:29]4[CH:34]=[CH:33][C:32]([N:35]5[CH2:40][CH2:39][N:38]([CH3:41])[CH2:37][CH2:36]5)=[CH:31][C:30]=4[O:42][CH3:43])=[N:26][CH:27]=3)[C:17]=2[N:16]([CH2:44][CH2:45][O:46]C2CCCCO2)[N:15]=1)=[O:13])[CH3:2].[ClH:53]. The catalyst is CO.O1CCOCC1. The product is [ClH:53].[CH2:1]([C:3]1[CH:8]=[CH:7][CH:6]=[C:5]([CH2:9][CH3:10])[C:4]=1[NH:11][C:12]([C:14]1[C:18]2[CH2:19][CH2:20][CH2:21][C:22]3[C:23](=[N:24][C:25]([NH:28][C:29]4[CH:34]=[CH:33][C:32]([N:35]5[CH2:36][CH2:37][N:38]([CH3:41])[CH2:39][CH2:40]5)=[CH:31][C:30]=4[O:42][CH3:43])=[N:26][CH:27]=3)[C:17]=2[N:16]([CH2:44][CH2:45][OH:46])[N:15]=1)=[O:13])[CH3:2]. The yield is 1.00.